This data is from Experimentally validated miRNA-target interactions with 360,000+ pairs, plus equal number of negative samples. The task is: Binary Classification. Given a miRNA mature sequence and a target amino acid sequence, predict their likelihood of interaction. (1) The protein sequence of the target gene is MSKSASPKEPEQLRKLFIGGLSFETTDESLRSHFEQWGTLTDCVVMRDPNTKRSRGFGFVTYATVEEVDAAMNTTPHKVDGRVVEPKRAVSREDSQRPGAHLTVKKIFVGGIKEDTEEHHLRDYFEQYGKIEVIEIMTDRGSGKKRGFAFVTFDDHDSVDKIVIQKYHTVKGHNCEVRKALPKQEMASASSSQRGRRGSGNFGGGRGDGFGGNDNFGRGGNFSGRGGFGGSCGGGGYGGSGDGYNGFGNDGSNFGGGGSYNDFGNYNNQSSNFGPMKGGNFGGRSSGPYGGGGQYFAKPQ.... The miRNA is hsa-miR-568 with sequence AUGUAUAAAUGUAUACACAC. Result: 0 (no interaction). (2) The protein sequence of the target gene is MPDRTEKHSTMPDSPVDVKTQSRLTPPAMPPPPTTQGAPRTSSFTPTTLTNGTSHSPTALNGAPSPPNGFSNGPSSSSSSSLANQQLPPACGARQLSKLKRFLTTLQQFGNDISPEIGERVRTLVLGLVNSTLTIEEFHSKLQEATNFPLRPFVIPFLKANLPLLQRELLHCARLAKQNPAQYLAQHEQLLLDASTTSPVDSSELLLDVNENGKRRTPDRTKENGFDREPLHSEHPSKRPCTISPGQRYSPNNGLSYQPNGLPHPTPPPPQHYRLDDMAIAHHYRDSYRHPSHRDLRDRN.... The miRNA is hsa-miR-1255b-2-3p with sequence AACCACUUUCUUUGCUCAUCCA. Result: 0 (no interaction). (3) The miRNA is hsa-miR-1245a with sequence AAGUGAUCUAAAGGCCUACAU. The protein sequence of the target gene is MSKKGRSKGEKPEMETDAVQMANEELRAKLTSIQIEFQQEKSKVGKLRERLQEAKLEREQEQRRHTAYISELKAKLHEEKTKELQALREGLIRQHEQEAARTAKIKEGELQRLQATLNVLRDGAADKVKTALLTEAREEARRAFDGERLRLQQEILELKAARKQAEEALSNCMQADKTKAADLRAAYQAHQDEVHRIKRECERDIRRLMDEIKGKDRVILALEKELGVQAGQTQKLLLQKEALDEQLVQVKEAERHHSSPKRELPPGIGDMVELMGVQDQHMDERDVRRFQLKIAELNSV.... Result: 0 (no interaction). (4) The miRNA is cel-miR-357-3p with sequence AAAUGCCAGUCGUUGCAGGAGU. The protein sequence of the target gene is MAEMRPGPLVGKQLNELPDHSPLLQPGLAELRRRVQEAGVPQTPQPLTDAFLLRFLRARDFDLDLAWRLMKNYYKWRAECPELSADLRPRSILGLLKAGYHGVLRSRDSTGSRVLIYRIAYWDPKVFTAYDVFRVSLITSELIVQEVETQRNGVKAIFDLEGWQVSHAFQITPSVAKKIAAVLTDSFPLKVRGIHLINEPVIFHAVFSMIKPFLTEKIKDRIHLHGNNYKSSMLQHFPDILPREYGGKEFSMEDICQEWTNFIMKSEDYLSSISETIQ. Result: 0 (no interaction). (5) The miRNA is hsa-miR-501-5p with sequence AAUCCUUUGUCCCUGGGUGAGA. The protein sequence of the target gene is MAAARVLRTWSQNAVRLTCVRYFQTFNSARVLKPKCVCSVGYPLFKYSQPRHSLRTAAVLQGQVVQFKLSDIGEGIREVTIKEWYVKEGDTVSQFDSICEVQSDKASVTITSRYDGVIKRLYYNLDDIAYVGKPLIDIETEALKDSEEDVVETPAVSHDEHTHQEIKGQKTLATPAVRRLAMENNIKLSEVVGSGKDGRILKEDILSFLEKQTGAILPPSPKSEITPPPPQPKDRTFPTPIAKPPVFTGKDRTEPVTGFQKAMVKTMSAALKIPHFGYCDEIDLTQLVKLREELKPVALA.... Result: 0 (no interaction).